From a dataset of NCI-60 drug combinations with 297,098 pairs across 59 cell lines. Regression. Given two drug SMILES strings and cell line genomic features, predict the synergy score measuring deviation from expected non-interaction effect. (1) Drug 1: C1CCC(C1)C(CC#N)N2C=C(C=N2)C3=C4C=CNC4=NC=N3. Drug 2: C1=CN(C(=O)N=C1N)C2C(C(C(O2)CO)O)O.Cl. Cell line: SF-268. Synergy scores: CSS=16.7, Synergy_ZIP=1.14, Synergy_Bliss=6.40, Synergy_Loewe=-40.1, Synergy_HSA=2.47. (2) Drug 1: CC12CCC(CC1=CCC3C2CCC4(C3CC=C4C5=CN=CC=C5)C)O. Drug 2: CC12CCC3C(C1CCC2O)C(CC4=C3C=CC(=C4)O)CCCCCCCCCS(=O)CCCC(C(F)(F)F)(F)F. Cell line: A549. Synergy scores: CSS=4.61, Synergy_ZIP=-2.66, Synergy_Bliss=-1.96, Synergy_Loewe=-2.27, Synergy_HSA=-1.93. (3) Drug 2: C1=NC2=C(N1)C(=S)N=CN2. Cell line: MALME-3M. Drug 1: C1=NC2=C(N1)C(=S)N=C(N2)N. Synergy scores: CSS=6.20, Synergy_ZIP=-11.6, Synergy_Bliss=-8.65, Synergy_Loewe=-9.73, Synergy_HSA=-7.89. (4) Drug 1: CC1C(C(CC(O1)OC2CC(CC3=C2C(=C4C(=C3O)C(=O)C5=C(C4=O)C(=CC=C5)OC)O)(C(=O)C)O)N)O.Cl. Drug 2: C#CCC(CC1=CN=C2C(=N1)C(=NC(=N2)N)N)C3=CC=C(C=C3)C(=O)NC(CCC(=O)O)C(=O)O. Cell line: SNB-19. Synergy scores: CSS=10.7, Synergy_ZIP=-7.36, Synergy_Bliss=-1.80, Synergy_Loewe=-2.01, Synergy_HSA=-2.13. (5) Cell line: CAKI-1. Synergy scores: CSS=16.4, Synergy_ZIP=-8.18, Synergy_Bliss=-2.73, Synergy_Loewe=-6.87, Synergy_HSA=-2.55. Drug 1: CC1CCC2CC(C(=CC=CC=CC(CC(C(=O)C(C(C(=CC(C(=O)CC(OC(=O)C3CCCCN3C(=O)C(=O)C1(O2)O)C(C)CC4CCC(C(C4)OC)OCCO)C)C)O)OC)C)C)C)OC. Drug 2: C1CCC(C(C1)N)N.C(=O)(C(=O)[O-])[O-].[Pt+4]. (6) Drug 1: C1=C(C(=O)NC(=O)N1)N(CCCl)CCCl. Drug 2: CCCS(=O)(=O)NC1=C(C(=C(C=C1)F)C(=O)C2=CNC3=C2C=C(C=N3)C4=CC=C(C=C4)Cl)F. Cell line: CCRF-CEM. Synergy scores: CSS=57.4, Synergy_ZIP=2.62, Synergy_Bliss=4.96, Synergy_Loewe=-4.11, Synergy_HSA=3.72. (7) Drug 2: C1C(C(OC1N2C=C(C(=O)NC2=O)F)CO)O. Synergy scores: CSS=25.5, Synergy_ZIP=-7.29, Synergy_Bliss=-1.62, Synergy_Loewe=-12.6, Synergy_HSA=-1.10. Drug 1: CC1=C(C=C(C=C1)NC2=NC=CC(=N2)N(C)C3=CC4=NN(C(=C4C=C3)C)C)S(=O)(=O)N.Cl. Cell line: NCIH23. (8) Drug 1: COC1=C(C=C2C(=C1)N=CN=C2NC3=CC(=C(C=C3)F)Cl)OCCCN4CCOCC4. Drug 2: CC1=C(N=C(N=C1N)C(CC(=O)N)NCC(C(=O)N)N)C(=O)NC(C(C2=CN=CN2)OC3C(C(C(C(O3)CO)O)O)OC4C(C(C(C(O4)CO)O)OC(=O)N)O)C(=O)NC(C)C(C(C)C(=O)NC(C(C)O)C(=O)NCCC5=NC(=CS5)C6=NC(=CS6)C(=O)NCCC[S+](C)C)O. Cell line: EKVX. Synergy scores: CSS=25.2, Synergy_ZIP=-2.40, Synergy_Bliss=-0.296, Synergy_Loewe=-0.520, Synergy_HSA=-0.324. (9) Drug 1: CCCS(=O)(=O)NC1=C(C(=C(C=C1)F)C(=O)C2=CNC3=C2C=C(C=N3)C4=CC=C(C=C4)Cl)F. Drug 2: CCCCC(=O)OCC(=O)C1(CC(C2=C(C1)C(=C3C(=C2O)C(=O)C4=C(C3=O)C=CC=C4OC)O)OC5CC(C(C(O5)C)O)NC(=O)C(F)(F)F)O. Cell line: MCF7. Synergy scores: CSS=10.5, Synergy_ZIP=-0.298, Synergy_Bliss=6.63, Synergy_Loewe=7.01, Synergy_HSA=5.34.